From a dataset of Aqueous solubility values for 9,982 compounds from the AqSolDB database. Regression/Classification. Given a drug SMILES string, predict its absorption, distribution, metabolism, or excretion properties. Task type varies by dataset: regression for continuous measurements (e.g., permeability, clearance, half-life) or binary classification for categorical outcomes (e.g., BBB penetration, CYP inhibition). For this dataset (solubility_aqsoldb), we predict Y. (1) The molecule is CC12C(=O)OC(=O)C1(C)C1CCC2O1. The Y is -3.82 log mol/L. (2) The drug is [Cl-].[NH3+]c1cc([N+](=O)[O-])cc(Cl)c1O. The Y is -2.70 log mol/L. (3) The compound is NS(=O)(=O)c1cc2c(s1)S(=O)(=O)CC(O)C2. The Y is -1.54 log mol/L. (4) The compound is CCCCCCCCNC(=O)c1cccnc1. The Y is -3.01 log mol/L. (5) The drug is OCC1OC2OC3C(CO)OC(OC4C(CO)OC(OC5C(CO)OC(OC6C(CO)OC(OC7C(CO)OC(OC1C(O)C2O)C(O)C7O)C(O)C6O)C(O)C5O)C(O)C4O)C(O)C3O. The Y is -0.910 log mol/L. (6) The compound is CN1CCC(=C2c3ccccc3C=Cc3ccccc32)CC1. The Y is -3.09 log mol/L. (7) The compound is CNc1cccc2c1C(=O)c1ccccc1C2=O. The Y is -6.30 log mol/L. (8) The molecule is CC(=O)Nc1ccc(S(=O)(=O)[O-])c2c1C(=O)/C(=N\Nc1ccc(N=Nc3ccc(S(=O)(=O)[O-])cc3)c3ccc(S(=O)(=O)[O-])cc13)C(S(=O)(=O)[O-])=C2.[Na+].[Na+].[Na+].[Na+]. The Y is -1.46 log mol/L. (9) The compound is Cc1cccc(N(O)C(=O)c2ccc(Cl)cc2Cl)c1. The Y is -4.47 log mol/L. (10) The drug is CC1(C)[C@@H](O)[C@@]2(C)CC[C@@H]1C2. The Y is -2.27 log mol/L.